From a dataset of NCI-60 drug combinations with 297,098 pairs across 59 cell lines. Regression. Given two drug SMILES strings and cell line genomic features, predict the synergy score measuring deviation from expected non-interaction effect. (1) Drug 1: COC1=C2C(=CC3=C1OC=C3)C=CC(=O)O2. Drug 2: COCCOC1=C(C=C2C(=C1)C(=NC=N2)NC3=CC=CC(=C3)C#C)OCCOC.Cl. Cell line: RPMI-8226. Synergy scores: CSS=-6.64, Synergy_ZIP=2.02, Synergy_Bliss=-2.32, Synergy_Loewe=-14.9, Synergy_HSA=-11.5. (2) Drug 1: CC12CCC3C(C1CCC2=O)CC(=C)C4=CC(=O)C=CC34C. Drug 2: C1C(C(OC1N2C=C(C(=O)NC2=O)F)CO)O. Cell line: K-562. Synergy scores: CSS=63.0, Synergy_ZIP=-0.0657, Synergy_Bliss=0.198, Synergy_Loewe=-0.444, Synergy_HSA=0.733. (3) Drug 1: C1=CC(=CC=C1CCC2=CNC3=C2C(=O)NC(=N3)N)C(=O)NC(CCC(=O)O)C(=O)O. Drug 2: CC1CCC2CC(C(=CC=CC=CC(CC(C(=O)C(C(C(=CC(C(=O)CC(OC(=O)C3CCCCN3C(=O)C(=O)C1(O2)O)C(C)CC4CCC(C(C4)OC)OCCO)C)C)O)OC)C)C)C)OC. Cell line: HCT-15. Synergy scores: CSS=40.6, Synergy_ZIP=-7.80, Synergy_Bliss=-5.76, Synergy_Loewe=-4.94, Synergy_HSA=-1.82. (4) Drug 1: C1CC(=O)NC(=O)C1N2CC3=C(C2=O)C=CC=C3N. Drug 2: CC12CCC3C(C1CCC2O)C(CC4=C3C=CC(=C4)O)CCCCCCCCCS(=O)CCCC(C(F)(F)F)(F)F. Cell line: SW-620. Synergy scores: CSS=1.06, Synergy_ZIP=-2.19, Synergy_Bliss=-4.28, Synergy_Loewe=-2.21, Synergy_HSA=-3.62. (5) Drug 1: CC(C1=C(C=CC(=C1Cl)F)Cl)OC2=C(N=CC(=C2)C3=CN(N=C3)C4CCNCC4)N. Drug 2: CCC1(CC2CC(C3=C(CCN(C2)C1)C4=CC=CC=C4N3)(C5=C(C=C6C(=C5)C78CCN9C7C(C=CC9)(C(C(C8N6C=O)(C(=O)OC)O)OC(=O)C)CC)OC)C(=O)OC)O.OS(=O)(=O)O. Cell line: MCF7. Synergy scores: CSS=43.7, Synergy_ZIP=1.80, Synergy_Bliss=5.23, Synergy_Loewe=-14.0, Synergy_HSA=4.74. (6) Drug 1: CC1C(C(=O)NC(C(=O)N2CCCC2C(=O)N(CC(=O)N(C(C(=O)O1)C(C)C)C)C)C(C)C)NC(=O)C3=C4C(=C(C=C3)C)OC5=C(C(=O)C(=C(C5=N4)C(=O)NC6C(OC(=O)C(N(C(=O)CN(C(=O)C7CCCN7C(=O)C(NC6=O)C(C)C)C)C)C(C)C)C)N)C. Drug 2: C1CC(C1)(C(=O)O)C(=O)O.[NH2-].[NH2-].[Pt+2]. Cell line: HCT116. Synergy scores: CSS=43.9, Synergy_ZIP=11.5, Synergy_Bliss=18.6, Synergy_Loewe=13.0, Synergy_HSA=11.5.